Dataset: NCI-60 drug combinations with 297,098 pairs across 59 cell lines. Task: Regression. Given two drug SMILES strings and cell line genomic features, predict the synergy score measuring deviation from expected non-interaction effect. (1) Drug 1: CC12CCC3C(C1CCC2OP(=O)(O)O)CCC4=C3C=CC(=C4)OC(=O)N(CCCl)CCCl.[Na+]. Drug 2: CC1C(C(CC(O1)OC2CC(CC3=C2C(=C4C(=C3O)C(=O)C5=CC=CC=C5C4=O)O)(C(=O)C)O)N)O. Cell line: SF-268. Synergy scores: CSS=34.9, Synergy_ZIP=3.00, Synergy_Bliss=5.37, Synergy_Loewe=-30.3, Synergy_HSA=5.89. (2) Drug 1: CC1=C(C=C(C=C1)NC2=NC=CC(=N2)N(C)C3=CC4=NN(C(=C4C=C3)C)C)S(=O)(=O)N.Cl. Drug 2: CC12CCC(CC1=CCC3C2CCC4(C3CC=C4C5=CN=CC=C5)C)O. Cell line: MOLT-4. Synergy scores: CSS=18.8, Synergy_ZIP=-1.78, Synergy_Bliss=0.686, Synergy_Loewe=0.809, Synergy_HSA=1.86. (3) Cell line: NCI-H460. Drug 1: CS(=O)(=O)C1=CC(=C(C=C1)C(=O)NC2=CC(=C(C=C2)Cl)C3=CC=CC=N3)Cl. Drug 2: CC1CCC2CC(C(=CC=CC=CC(CC(C(=O)C(C(C(=CC(C(=O)CC(OC(=O)C3CCCCN3C(=O)C(=O)C1(O2)O)C(C)CC4CCC(C(C4)OC)OCCO)C)C)O)OC)C)C)C)OC. Synergy scores: CSS=10.9, Synergy_ZIP=5.09, Synergy_Bliss=4.50, Synergy_Loewe=14.1, Synergy_HSA=6.28. (4) Drug 1: C1=CN(C=N1)CC(O)(P(=O)(O)O)P(=O)(O)O. Drug 2: CC1=C(C(=O)C2=C(C1=O)N3CC4C(C3(C2COC(=O)N)OC)N4)N. Cell line: MOLT-4. Synergy scores: CSS=32.6, Synergy_ZIP=-2.66, Synergy_Bliss=-1.01, Synergy_Loewe=-28.8, Synergy_HSA=-0.804. (5) Drug 1: CC=C1C(=O)NC(C(=O)OC2CC(=O)NC(C(=O)NC(CSSCCC=C2)C(=O)N1)C(C)C)C(C)C. Drug 2: CC1CCCC2(C(O2)CC(NC(=O)CC(C(C(=O)C(C1O)C)(C)C)O)C(=CC3=CSC(=N3)C)C)C. Cell line: MALME-3M. Synergy scores: CSS=56.0, Synergy_ZIP=-1.81, Synergy_Bliss=-2.82, Synergy_Loewe=-7.80, Synergy_HSA=3.56. (6) Synergy scores: CSS=23.4, Synergy_ZIP=2.86, Synergy_Bliss=4.50, Synergy_Loewe=2.50, Synergy_HSA=2.23. Drug 2: CC1=C(C=C(C=C1)C(=O)NC2=CC(=CC(=C2)C(F)(F)F)N3C=C(N=C3)C)NC4=NC=CC(=N4)C5=CN=CC=C5. Drug 1: CC12CCC3C(C1CCC2=O)CC(=C)C4=CC(=O)C=CC34C. Cell line: NCI-H522. (7) Drug 1: C1=NC2=C(N1)C(=S)N=C(N2)N. Drug 2: COC1=C2C(=CC3=C1OC=C3)C=CC(=O)O2. Cell line: NCI/ADR-RES. Synergy scores: CSS=37.0, Synergy_ZIP=6.16, Synergy_Bliss=7.53, Synergy_Loewe=-6.15, Synergy_HSA=3.84. (8) Drug 1: CC(C)NC(=O)C1=CC=C(C=C1)CNNC.Cl. Drug 2: C1C(C(OC1N2C=NC(=NC2=O)N)CO)O. Cell line: SK-MEL-2. Synergy scores: CSS=18.5, Synergy_ZIP=0.0850, Synergy_Bliss=-8.51, Synergy_Loewe=-7.74, Synergy_HSA=-4.73. (9) Drug 1: CN1C(=O)N2C=NC(=C2N=N1)C(=O)N. Drug 2: C(=O)(N)NO. Cell line: HCC-2998. Synergy scores: CSS=2.62, Synergy_ZIP=16.6, Synergy_Bliss=31.4, Synergy_Loewe=-1.47, Synergy_HSA=-0.431. (10) Drug 1: COC1=C2C(=CC3=C1OC=C3)C=CC(=O)O2. Drug 2: C(CN)CNCCSP(=O)(O)O. Cell line: OVCAR3. Synergy scores: CSS=-13.3, Synergy_ZIP=7.10, Synergy_Bliss=0.436, Synergy_Loewe=-15.9, Synergy_HSA=-16.4.